Dataset: Peptide-MHC class II binding affinity with 134,281 pairs from IEDB. Task: Regression. Given a peptide amino acid sequence and an MHC pseudo amino acid sequence, predict their binding affinity value. This is MHC class II binding data. The peptide sequence is AFAVAATAANAAPAN. The MHC is DRB1_0802 with pseudo-sequence DRB1_0802. The binding affinity (normalized) is 0.507.